From a dataset of Reaction yield outcomes from USPTO patents with 853,638 reactions. Predict the reaction yield, written as a fraction of the theoretical maximum amount of product (1.0 means a 100% yield; for example, 0.34 means a 34% yield). The reactants are [C:1]1([CH3:11])[CH:6]=[CH:5][C:4]([S:7](Cl)(=[O:9])=[O:8])=[CH:3][CH:2]=1.C(N(CC)CC)C.CN(C1C=CC=CN=1)C.[C:28]([N:35]1[CH2:40][CH2:39][CH:38]([OH:41])[CH2:37][CH2:36]1)([O:30][C:31]([CH3:34])([CH3:33])[CH3:32])=[O:29].OP(O)(O)=O. The catalyst is C(Cl)Cl.CN(C)C=O. The product is [C:31]([O:30][C:28]([N:35]1[CH2:40][CH2:39][CH:38]([O:41][S:7]([C:4]2[CH:5]=[CH:6][C:1]([CH3:11])=[CH:2][CH:3]=2)(=[O:9])=[O:8])[CH2:37][CH2:36]1)=[O:29])([CH3:34])([CH3:33])[CH3:32]. The yield is 0.780.